Dataset: Reaction yield outcomes from USPTO patents with 853,638 reactions. Task: Predict the reaction yield, written as a fraction of the theoretical maximum amount of product (1.0 means a 100% yield; for example, 0.34 means a 34% yield). (1) The reactants are Cl.[NH2:2][CH:3]1[CH2:12][C:11]2[C:6](=[CH:7][C:8]([Br:13])=[CH:9][CH:10]=2)[N:5]([OH:14])[C:4]1=[O:15].[C:16](O[C:16]([O:18][C:19]([CH3:22])([CH3:21])[CH3:20])=[O:17])([O:18][C:19]([CH3:22])([CH3:21])[CH3:20])=[O:17].C(N(CC)CC)C.O. The catalyst is C(Cl)Cl. The product is [Br:13][C:8]1[CH:7]=[C:6]2[C:11]([CH2:12][CH:3]([NH:2][C:16](=[O:17])[O:18][C:19]([CH3:22])([CH3:21])[CH3:20])[C:4](=[O:15])[N:5]2[OH:14])=[CH:10][CH:9]=1. The yield is 0.410. (2) The reactants are [F:1][C:2]1[CH:7]=[CH:6][C:5]([NH:8][C:9]2[N:14]3[N:15]=[CH:16][CH:17]=[C:13]3[N:12]=[CH:11][C:10]=2[C:18]([O:20][CH2:21][CH3:22])=[O:19])=[C:4]([CH3:23])[CH:3]=1.Cl[S:25]([OH:28])(=[O:27])=[O:26]. The catalyst is C(Cl)Cl. The product is [CH2:21]([O:20][C:18]([C:10]1[CH:11]=[N:12][C:13]2[N:14]([N:15]=[CH:16][C:17]=2[S:25]([OH:28])(=[O:27])=[O:26])[C:9]=1[NH:8][C:5]1[CH:6]=[CH:7][C:2]([F:1])=[CH:3][C:4]=1[CH3:23])=[O:19])[CH3:22]. The yield is 0.920.